Dataset: Full USPTO retrosynthesis dataset with 1.9M reactions from patents (1976-2016). Task: Predict the reactants needed to synthesize the given product. (1) Given the product [CH:2]1([CH2:5][CH2:6][N:7]2[C:33](=[O:34])[CH2:32][C:31](=[O:36])[N:17]([C:20]3[CH:21]=[CH:22][C:23]([C:26]4[S:27][CH:28]=[CH:29][CH:30]=4)=[CH:24][CH:25]=3)[C:18]2=[O:19])[CH2:4][CH2:3]1, predict the reactants needed to synthesize it. The reactants are: Cl.[CH:2]1([CH2:5][CH2:6][NH2:7])[CH2:4][CH2:3]1.C(N(C(C)C)CC)(C)C.[N:17]([C:20]1[CH:25]=[CH:24][C:23]([C:26]2[S:27][CH:28]=[CH:29][CH:30]=2)=[CH:22][CH:21]=1)=[C:18]=[O:19].[C:31](Cl)(=[O:36])[CH2:32][C:33](Cl)=[O:34]. (2) Given the product [I:44][C:45]1[CH:50]=[CH:49][C:48]([NH:51][C:16]([C:8]2[N:7]([CH2:6][C:5]3[CH:19]=[CH:20][CH:21]=[C:3]([O:2][CH3:1])[CH:4]=3)[C:15]3[C:10]([CH:9]=2)=[CH:11][CH:12]=[CH:13][CH:14]=3)=[O:17])=[CH:47][CH:46]=1, predict the reactants needed to synthesize it. The reactants are: [CH3:1][O:2][C:3]1[CH:4]=[C:5]([CH:19]=[CH:20][CH:21]=1)[CH2:6][N:7]1[C:15]2[C:10](=[CH:11][CH:12]=[CH:13][CH:14]=2)[CH:9]=[C:8]1[C:16](O)=[O:17].CCN(CC)CC.C1N(P(Cl)(N2C(=O)OCC2)=O)C(=O)OC1.[I:44][C:45]1[CH:50]=[CH:49][C:48]([NH2:51])=[CH:47][CH:46]=1. (3) Given the product [ClH:9].[Cl:28][C:26]1[C:25]([Cl:29])=[CH:24][C:23]2[N:19]([C:12]3[N:11]=[C:10]([NH:1][C@H:2]4[CH2:7][CH2:6][C@H:5]([NH2:8])[CH2:4][CH2:3]4)[N:18]=[C:17]4[C:13]=3[N:14]=[CH:15][NH:16]4)[CH:20]=[N:21][C:22]=2[CH:27]=1, predict the reactants needed to synthesize it. The reactants are: [NH2:1][C@H:2]1[CH2:7][CH2:6][C@H:5]([NH2:8])[CH2:4][CH2:3]1.[Cl:9][C:10]1[N:18]=[C:17]2[C:13]([N:14]=[CH:15][NH:16]2)=[C:12]([N:19]2[C:23]3[CH:24]=[C:25]([Cl:29])[C:26]([Cl:28])=[CH:27][C:22]=3[N:21]=[CH:20]2)[N:11]=1. (4) Given the product [NH2:1][C:2]1[N:7]=[C:6]([N:8]2[CH2:9][CH2:10][C:11]3([CH2:15][N:14]([C:16]([O:18][CH2:19][C:20]4[CH:21]=[CH:22][CH:23]=[CH:24][CH:25]=4)=[O:17])[C@H:13]([C:26]([OH:28])=[O:27])[CH2:12]3)[CH2:31][CH2:32]2)[CH:5]=[C:4]([O:33][CH:34]([C:39]2[CH:44]=[CH:43][C:42]([C:45]([OH:58])=[O:55])=[CH:41][C:40]=2[N:47]2[CH:51]=[CH:50][C:49]([CH3:52])=[N:48]2)[C:35]([F:37])([F:36])[F:38])[N:3]=1, predict the reactants needed to synthesize it. The reactants are: [NH2:1][C:2]1[N:7]=[C:6]([N:8]2[CH2:32][CH2:31][C:11]3([CH2:15][N:14]([C:16]([O:18][CH2:19][C:20]4[CH:25]=[CH:24][CH:23]=[CH:22][CH:21]=4)=[O:17])[C@H:13]([C:26]([O:28]CC)=[O:27])[CH2:12]3)[CH2:10][CH2:9]2)[CH:5]=[C:4]([O:33][CH:34]([C:39]2[CH:44]=[CH:43][C:42]([C:45]#N)=[CH:41][C:40]=2[N:47]2[CH:51]=[CH:50][C:49]([CH3:52])=[N:48]2)[C:35]([F:38])([F:37])[F:36])[N:3]=1.O[Li].[OH2:55].Cl.C[OH:58]. (5) Given the product [CH3:12][O:11][C:9]1[CH:8]=[CH:7][C:3]([C:4]([OH:6])=[O:5])=[C:2]([O:1][C:19](=[O:23])[C:20](=[O:21])[CH3:22])[CH:10]=1, predict the reactants needed to synthesize it. The reactants are: [OH:1][C:2]1[CH:10]=[C:9]([O:11][CH3:12])[CH:8]=[CH:7][C:3]=1[C:4]([OH:6])=[O:5].C(=O)([O-])[O-].[K+].[K+].[C:19](Cl)(=[O:23])[C:20]([CH3:22])=[O:21].Cl.